From a dataset of TCR-epitope binding with 47,182 pairs between 192 epitopes and 23,139 TCRs. Binary Classification. Given a T-cell receptor sequence (or CDR3 region) and an epitope sequence, predict whether binding occurs between them. (1) The epitope is KLFIRQEEV. The TCR CDR3 sequence is CASSSGLAGGREQFF. Result: 0 (the TCR does not bind to the epitope). (2) The epitope is RQLLFVVEV. The TCR CDR3 sequence is CATSGGTSYEQFF. Result: 0 (the TCR does not bind to the epitope). (3) The epitope is SFHSLHLLF. The TCR CDR3 sequence is CASGNSYNQPQHF. Result: 1 (the TCR binds to the epitope). (4) The epitope is AMFWSVPTV. The TCR CDR3 sequence is CSVAFGFHTDTQYF. Result: 0 (the TCR does not bind to the epitope). (5) The epitope is FLNRFTTTL. The TCR CDR3 sequence is CASSYSAAGNEQFF. Result: 1 (the TCR binds to the epitope). (6) The epitope is ILHCANFNV. The TCR CDR3 sequence is CASSPARNEQFF. Result: 1 (the TCR binds to the epitope). (7) The epitope is GMFNMLSTVLGVS. The TCR CDR3 sequence is CATSSASGSGSDTQYF. Result: 0 (the TCR does not bind to the epitope). (8) The epitope is RLRPGGKKR. The TCR CDR3 sequence is CASSVAPGSEGEAFF. Result: 0 (the TCR does not bind to the epitope).